Dataset: Full USPTO retrosynthesis dataset with 1.9M reactions from patents (1976-2016). Task: Predict the reactants needed to synthesize the given product. (1) Given the product [C:10]([Si:14]([CH3:16])([CH3:15])[O:1][C:2]1[CH:3]=[C:4]([CH:7]=[CH:8][CH:9]=1)[CH:5]=[O:6])([CH3:13])([CH3:12])[CH3:11], predict the reactants needed to synthesize it. The reactants are: [OH:1][C:2]1[CH:3]=[C:4]([CH:7]=[CH:8][CH:9]=1)[CH:5]=[O:6].[C:10]([Si:14](Cl)([CH3:16])[CH3:15])([CH3:13])([CH3:12])[CH3:11].N1C=CN=C1. (2) Given the product [F:44][C:45]1[C:50]([F:51])=[C:49]([F:52])[N:48]=[C:47]([C:53]([O:36][CH:34]([CH3:35])[CH3:33])=[O:54])[CH:46]=1, predict the reactants needed to synthesize it. The reactants are: ClC1C(Cl)=C(Cl)N=C(C(Cl)=O)C=1.[F-].[Cs+].C1OCCOCCOCCOCCOCCOC1.[CH3:33][CH:34]([OH:36])[CH3:35].C(N(CC)CC)C.[F:44][C:45]1[C:50]([F:51])=[C:49]([F:52])[N:48]=[C:47]([C:53](F)=[O:54])[CH:46]=1.